Dataset: Catalyst prediction with 721,799 reactions and 888 catalyst types from USPTO. Task: Predict which catalyst facilitates the given reaction. (1) Reactant: C([Sn](CCCC)(CCCC)[C:6]1[N:7]=[CH:8][N:9]([C:11]2[CH:16]=[C:15]([C:17]([F:20])([F:19])[F:18])[CH:14]=[C:13]([C:21]3[CH:26]=[CH:25][C:24]([C:27]([F:30])([F:29])[F:28])=[CH:23][CH:22]=3)[N:12]=2)[CH:10]=1)CCC.[C:39]([NH:43][S:44]([C:47]1[S:51][C:50](Cl)=[N:49][C:48]=1[CH3:53])(=[O:46])=[O:45])([CH3:42])([CH3:41])[CH3:40].CCCCCCC. Product: [C:39]([NH:43][S:44]([C:47]1[S:51][C:50]([C:6]2[N:7]=[CH:8][N:9]([C:11]3[CH:16]=[C:15]([C:17]([F:20])([F:19])[F:18])[CH:14]=[C:13]([C:21]4[CH:22]=[CH:23][C:24]([C:27]([F:29])([F:30])[F:28])=[CH:25][CH:26]=4)[N:12]=3)[CH:10]=2)=[N:49][C:48]=1[CH3:53])(=[O:46])=[O:45])([CH3:42])([CH3:41])[CH3:40]. The catalyst class is: 11. (2) The catalyst class is: 5. Reactant: COC[CH2:4][C@@H:5]1[CH2:9][N:8]([C:10]2[CH:11]=[CH:12][C:13]3[O:14][CH2:15][C:16](=[O:20])[NH:17][C:18]=3[N:19]=2)[C:7](=[O:21])[CH2:6]1.[O:22]1CCCC1.Cl.C(=O)([O-])O.[Na+]. Product: [OH:22][CH2:4][C@@H:5]1[CH2:9][N:8]([C:10]2[CH:11]=[CH:12][C:13]3[O:14][CH2:15][C:16](=[O:20])[NH:17][C:18]=3[N:19]=2)[C:7](=[O:21])[CH2:6]1. (3) Reactant: [CH3:1][C:2]1([CH3:21])[O:7][C:6]2[CH:8]=[CH:9][CH:10]=[C:11](OS(C(F)(F)F)(=O)=O)[C:5]=2[C:4](=[O:20])[O:3]1.[CH2:22]([O:24][C:25]([C:27]1[CH:28]=[C:29](B(O)O)[CH:30]=[CH:31][CH:32]=1)=[O:26])[CH3:23].C([O-])([O-])=O.[K+].[K+].Cl. Product: [CH3:1][C:2]1([CH3:21])[O:7][C:6]2[CH:8]=[CH:9][CH:10]=[C:11]([C:31]3[CH:32]=[C:27]([CH:28]=[CH:29][CH:30]=3)[C:25]([O:24][CH2:22][CH3:23])=[O:26])[C:5]=2[C:4](=[O:20])[O:3]1. The catalyst class is: 128. (4) Reactant: [CH:1]1([C:6]2[CH:31]=[CH:30][C:9]([CH2:10][O:11][C:12]3[CH:13]=[CH:14][C:15]4[N:19]5[CH2:20][CH2:21][CH:22]([CH2:23][C:24]([O:26]CC)=[O:25])[C:18]5=[N:17][C:16]=4[CH:29]=3)=[CH:8][C:7]=2[C:32]([F:35])([F:34])[F:33])[CH2:5][CH2:4][CH2:3][CH2:2]1.[OH-].[Li+].Cl. Product: [CH:1]1([C:6]2[CH:31]=[CH:30][C:9]([CH2:10][O:11][C:12]3[CH:13]=[CH:14][C:15]4[N:19]5[CH2:20][CH2:21][CH:22]([CH2:23][C:24]([OH:26])=[O:25])[C:18]5=[N:17][C:16]=4[CH:29]=3)=[CH:8][C:7]=2[C:32]([F:34])([F:35])[F:33])[CH2:5][CH2:4][CH2:3][CH2:2]1. The catalyst class is: 12.